From a dataset of Full USPTO retrosynthesis dataset with 1.9M reactions from patents (1976-2016). Predict the reactants needed to synthesize the given product. (1) The reactants are: [Li+].[OH-].[F:3][C:4]1[CH:9]=[CH:8][C:7]([C:10]2[O:36][C:13]3=[N:14][C:15]([CH2:30][CH2:31][C:32]([F:35])([F:34])[F:33])=[C:16]([C:18]4[CH:19]=[N:20][C:21]([O:28][CH3:29])=[C:22]([CH:27]=4)[C:23]([O:25]C)=[O:24])[CH:17]=[C:12]3[C:11]=2[C:37](=[O:40])[NH:38][CH3:39])=[CH:6][CH:5]=1.CO.C1COCC1. Given the product [F:3][C:4]1[CH:9]=[CH:8][C:7]([C:10]2[O:36][C:13]3=[N:14][C:15]([CH2:30][CH2:31][C:32]([F:33])([F:34])[F:35])=[C:16]([C:18]4[CH:19]=[N:20][C:21]([O:28][CH3:29])=[C:22]([CH:27]=4)[C:23]([OH:25])=[O:24])[CH:17]=[C:12]3[C:11]=2[C:37](=[O:40])[NH:38][CH3:39])=[CH:6][CH:5]=1, predict the reactants needed to synthesize it. (2) Given the product [CH3:18][C:19]1[CH:25]=[CH:24][C:23]([CH3:26])=[CH:22][C:20]=1[NH:21][C:2]1[CH:7]=[C:6]([C:8]([F:11])([F:10])[F:9])[N:5]=[C:4]([C:12]2[CH:13]=[N:14][CH:15]=[CH:16][CH:17]=2)[N:3]=1, predict the reactants needed to synthesize it. The reactants are: Cl[C:2]1[CH:7]=[C:6]([C:8]([F:11])([F:10])[F:9])[N:5]=[C:4]([C:12]2[CH:13]=[N:14][CH:15]=[CH:16][CH:17]=2)[N:3]=1.[CH3:18][C:19]1[CH:25]=[CH:24][C:23]([CH3:26])=[CH:22][C:20]=1[NH2:21]. (3) Given the product [Br:1][C:2]1[N:3]=[CH:4][C:5]2[N:6]([CH:9]=[CH:10][N:8]=2)[CH:7]=1, predict the reactants needed to synthesize it. The reactants are: [Br:1][C:2]1[N:3]=[CH:4][C:5]([NH2:8])=[N:6][CH:7]=1.[CH2:9](OC(OCC)CBr)[CH3:10].Br.[OH-].[Na+]. (4) The reactants are: [CH:1]1([S:7]([C:10]2[CH:17]=[CH:16][C:13]([CH2:14][NH2:15])=[CH:12][CH:11]=2)(=O)=O)[CH2:6][CH2:5][CH2:4][CH2:3][CH2:2]1.C1(S(C2C=CC(C#N)=CC=2)(=O)=O)CCCCC1.B.C1COCC1.Cl. Given the product [CH:1]1([S:7][C:10]2[CH:11]=[CH:12][C:13]([C:14]#[N:15])=[CH:16][CH:17]=2)[CH2:6][CH2:5][CH2:4][CH2:3][CH2:2]1, predict the reactants needed to synthesize it. (5) The reactants are: [Cl:1][C:2]1[CH:10]=[C:9]2[C:5]([C:6]([C:11]([C:13]3[C:14]([NH:19][CH:20]4[CH2:24][CH2:23][CH2:22][CH2:21]4)=[N:15][CH:16]=[CH:17][CH:18]=3)=[O:12])=[CH:7][NH:8]2)=[CH:4][CH:3]=1.[CH:25]1(N)CCC[CH2:26]1.[CH2:31](N)CC.C(NC1C(C(C2C3C(=CC(Cl)=CC=3)NC=2)=O)=CC=C(C)N=1)C1C=CC=CC=1.ClC1N=CC=CC=1C(Cl)=O.ClC1N=C(C)C=CC=1C(Cl)=O.C(N)C1C=CC=CC=1. Given the product [Cl:1][C:2]1[CH:10]=[C:9]2[C:5]([C:6]([C:11]([C:13]3[C:14]([NH:19][CH2:20][CH2:21][CH3:22])=[N:15][CH:16]=[CH:17][CH:18]=3)=[O:12])=[CH:7][NH:8]2)=[CH:4][CH:3]=1.[CH2:20]([NH:19][C:14]1[C:13]([C:11]([C:6]2[C:5]3[C:9](=[CH:10][C:2]([Cl:1])=[CH:3][CH:4]=3)[NH:8][CH:7]=2)=[O:12])=[CH:18][CH:17]=[C:16]([CH3:31])[N:15]=1)[C:24]1[CH:23]=[CH:22][CH:21]=[CH:26][CH:25]=1, predict the reactants needed to synthesize it. (6) Given the product [O:26]=[C:6]1[CH2:7][CH2:8][N:3]([C:15]([O:14][C:11]([CH3:13])([CH3:12])[CH3:10])=[O:16])[CH2:4][CH2:5]1, predict the reactants needed to synthesize it. The reactants are: O.Cl.[NH:3]1[CH2:8][CH2:7][CH2:6][CH2:5][C:4]1=O.[CH3:10][C:11]([O:14][C:15](O[C:15]([O:14][C:11]([CH3:13])([CH3:12])[CH3:10])=[O:16])=[O:16])([CH3:13])[CH3:12].C(=O)([O-])[O-:26].[Na+].[Na+].O1CCOCC1. (7) Given the product [F:28][C:29]([F:48])([F:47])[S:30]([O:11][C:12]1[CH2:19][CH:18]2[N:20]([C:21]([O:23][C:24]([CH3:27])([CH3:26])[CH3:25])=[O:22])[CH:14]([CH:13]=1)[CH2:15][CH2:16][CH2:17]2)(=[O:32])=[O:31], predict the reactants needed to synthesize it. The reactants are: C[Si]([N-][Si](C)(C)C)(C)C.[Na+].[O:11]=[C:12]1[CH2:19][CH:18]2[N:20]([C:21]([O:23][C:24]([CH3:27])([CH3:26])[CH3:25])=[O:22])[CH:14]([CH2:15][CH2:16][CH2:17]2)[CH2:13]1.[F:28][C:29]([F:48])([F:47])[S:30](N(C1C=CC=CC=1)[S:30]([C:29]([F:48])([F:47])[F:28])(=[O:32])=[O:31])(=[O:32])=[O:31]. (8) Given the product [C:1]([O:5][C:6]([N:8]1[CH2:12][CH2:11][C@H:10]([C@@H:13]([OH:14])[CH2:16][CH2:15][CH3:19])[CH2:9]1)=[O:7])([CH3:4])([CH3:3])[CH3:2], predict the reactants needed to synthesize it. The reactants are: [C:1]([O:5][C:6]([N:8]1[CH2:12][CH2:11][C@H:10]([CH:13]=[O:14])[CH2:9]1)=[O:7])([CH3:4])([CH3:3])[CH3:2].[CH2:15]1[CH2:19]OC[CH2:16]1.C([Mg]Cl)CC.CCOCC.